From a dataset of Full USPTO retrosynthesis dataset with 1.9M reactions from patents (1976-2016). Predict the reactants needed to synthesize the given product. Given the product [CH2:8]([NH:1][CH2:2][CH2:3][O:4][CH2:5][CH2:6][OH:7])[C:9]1[CH:14]=[CH:13][CH:12]=[CH:11][CH:10]=1, predict the reactants needed to synthesize it. The reactants are: [NH2:1][CH2:2][CH2:3][O:4][CH2:5][CH2:6][OH:7].[CH:8](=O)[C:9]1[CH:14]=[CH:13][CH:12]=[CH:11][CH:10]=1.C(O[BH-](OC(=O)C)OC(=O)C)(=O)C.[Na+].O.